From a dataset of Catalyst prediction with 721,799 reactions and 888 catalyst types from USPTO. Predict which catalyst facilitates the given reaction. (1) Reactant: CC1C=C(C)C=C(C)C=1S([O-])(=O)=O.[NH2:14][N+:15]1[CH:20]=[C:19]([Cl:21])[CH:18]=[C:17]([O:22][CH2:23][C:24]2[CH:29]=[CH:28][CH:27]=[CH:26][CH:25]=2)[CH:16]=1.C([O-])([O-])=O.[K+].[K+].[C:36]([O:40][CH3:41])(=[O:39])[C:37]#[CH:38].C([O-])(O)=O.[Na+]. Product: [CH2:23]([O:22][C:17]1[C:16]2[N:15]([N:14]=[CH:38][C:37]=2[C:36]([O:40][CH3:41])=[O:39])[CH:20]=[C:19]([Cl:21])[CH:18]=1)[C:24]1[CH:25]=[CH:26][CH:27]=[CH:28][CH:29]=1. The catalyst class is: 31. (2) Reactant: [CH:1]1([CH2:6][CH2:7][C:8](Cl)=[O:9])[CH2:5][CH2:4][CH2:3][CH2:2]1.[CH2:11]([C:13]1[CH:19]=[CH:18][CH:17]=[C:16]([CH2:20][CH3:21])[C:14]=1[NH2:15])[CH3:12].C(N(CC)CC)C.C(OCC)(=O)C. Product: [CH:1]1([CH2:6][CH2:7][C:8]([NH:15][C:14]2[C:16]([CH2:20][CH3:21])=[CH:17][CH:18]=[CH:19][C:13]=2[CH2:11][CH3:12])=[O:9])[CH2:5][CH2:4][CH2:3][CH2:2]1. The catalyst class is: 1. (3) Reactant: [Br:1][C:2]1[CH:7]=[CH:6][CH:5]=[C:4]([CH2:8]O)[N:3]=1.O=S(Cl)[Cl:12]. Product: [ClH:12].[Br:1][C:2]1[CH:7]=[CH:6][CH:5]=[C:4]([CH2:8][Cl:12])[N:3]=1. The catalyst class is: 2. (4) Reactant: [NH2:1][C:2]1[N:6]([C:7]2[CH:12]=[C:11]([S:13][CH3:14])[N:10]=[C:9]([CH3:15])[N:8]=2)[N:5]=[CH:4][C:3]=1C(O)=O. Product: [CH3:15][C:9]1[N:8]=[C:7]([N:6]2[C:2]([NH2:1])=[CH:3][CH:4]=[N:5]2)[CH:12]=[C:11]([S:13][CH3:14])[N:10]=1. The catalyst class is: 6. (5) Reactant: Br[C:2]1[CH:11]=[CH:10][C:5]2[NH:6][C:7](=[O:9])[S:8][C:4]=2[CH:3]=1.C[Mg]Br.C([Li])(C)(C)C.CN(C)[CH:22]=[O:23]. Product: [O:9]=[C:7]1[NH:6][C:5]2[CH:10]=[CH:11][C:2]([CH:22]=[O:23])=[CH:3][C:4]=2[S:8]1. The catalyst class is: 7. (6) Reactant: [C:1]([C:3]1[C:7]2[CH:8]=[C:9]([O:12][CH3:13])[CH:10]=[CH:11][C:6]=2[O:5][C:4]=1[CH:14]([NH:21][C:22]1[CH:30]=[CH:29][C:25]([C:26](O)=[O:27])=[CH:24][CH:23]=1)[CH:15]1[CH2:20][CH2:19][CH2:18][CH2:17][CH2:16]1)#[N:2].Cl.[CH2:32]([O:34][C:35](=[O:39])[CH2:36][CH2:37][NH2:38])[CH3:33].O.ON1C2C=CC=CC=2N=N1.Cl.C(N=C=NCCCN(C)C)C.Cl. The catalyst class is: 289. Product: [C:1]([C:3]1[C:7]2[CH:8]=[C:9]([O:12][CH3:13])[CH:10]=[CH:11][C:6]=2[O:5][C:4]=1[CH:14]([NH:21][C:22]1[CH:30]=[CH:29][C:25]([C:26]([NH:38][CH2:37][CH2:36][C:35]([O:34][CH2:32][CH3:33])=[O:39])=[O:27])=[CH:24][CH:23]=1)[CH:15]1[CH2:16][CH2:17][CH2:18][CH2:19][CH2:20]1)#[N:2]. (7) Reactant: [C:1]([C:4]1[C:12]2[N:11]=[C:10]([C:13]34[CH2:18][CH:16]([CH2:17]3)[CH2:15][N:14]4[CH2:19][CH2:20][N:21]3[CH2:26][CH2:25][N:24](C(OC(C)(C)C)=O)[CH2:23][CH2:22]3)[NH:9][C:8]=2[CH:7]=[CH:6][CH:5]=1)(=[O:3])[NH2:2]. Product: [N:21]1([CH2:20][CH2:19][N:14]2[CH2:15][CH:16]3[CH2:17][C:13]2([C:10]2[NH:9][C:8]4[CH:7]=[CH:6][CH:5]=[C:4]([C:1]([NH2:2])=[O:3])[C:12]=4[N:11]=2)[CH2:18]3)[CH2:26][CH2:25][NH:24][CH2:23][CH2:22]1. The catalyst class is: 55. (8) Reactant: C([C@H]([C@@H](C(O)=O)O)O)(O)=O.[NH2:11][CH:12]1[CH2:21][C:20]2[C:15](=[C:16]([N:22]3[CH2:26][CH2:25][CH2:24][C:23]3=[O:27])[CH:17]=[CH:18][CH:19]=2)[N:14]([CH2:28][C:29]2[CH:33]=[CH:32][S:31][CH:30]=2)[C:13]1=[O:34]. Product: [NH2:11][CH:12]1[CH2:21][C:20]2[C:15](=[C:16]([N:22]3[CH2:26][CH2:25][CH2:24][C:23]3=[O:27])[CH:17]=[CH:18][CH:19]=2)[N:14]([CH2:28][C:29]2[CH:33]=[CH:32][S:31][CH:30]=2)[C:13]1=[O:34]. The catalyst class is: 22. (9) Reactant: [CH3:1][O:2][C:3]([CH:5]1[CH2:12][CH:11]2[N:13]([CH:14]([C:16]3[CH:25]=[CH:24][C:23]4[C:18](=[CH:19][CH:20]=[C:21]([O:30][CH:31]5[CH2:36][CH2:35][CH:34]([C:37]([F:40])([F:39])[F:38])[CH2:33][CH2:32]5)[C:22]=4[C:26]([F:29])([F:28])[F:27])[CH:17]=3)[CH3:15])[CH:7]([CH2:8][CH2:9][CH2:10]2)[CH2:6]1)=[O:4].C(=O)=O. Product: [CH3:1][O:2][C:3]([CH:5]1[CH2:12][CH:11]2[N:13]([C@@H:14]([C:16]3[CH:25]=[CH:24][C:23]4[C:18](=[CH:19][CH:20]=[C:21]([O:30][C@H:31]5[CH2:32][CH2:33][C@@H:34]([C:37]([F:39])([F:40])[F:38])[CH2:35][CH2:36]5)[C:22]=4[C:26]([F:27])([F:28])[F:29])[CH:17]=3)[CH3:15])[CH:7]([CH2:8][CH2:9][CH2:10]2)[CH2:6]1)=[O:4]. The catalyst class is: 5. (10) The catalyst class is: 5. Product: [CH2:2]([NH:9][CH2:10][CH2:11][C:12]1[N:16]([C@@H:17]2[CH2:26][C:25]3[C:20](=[C:21]([F:28])[CH:22]=[C:23]([F:27])[CH:24]=3)[O:19][CH2:18]2)[C:15](=[S:29])[NH:14][CH:13]=1)[C:3]1[CH:8]=[CH:7][CH:6]=[CH:5][CH:4]=1. Reactant: Cl.[CH2:2]([NH:9][CH2:10][CH2:11][C:12]1[N:16]([C@@H:17]2[CH2:26][C:25]3[C:20](=[C:21]([F:28])[CH:22]=[C:23]([F:27])[CH:24]=3)[O:19][CH2:18]2)[C:15](=[S:29])[NH:14][CH:13]=1)[C:3]1[CH:8]=[CH:7][CH:6]=[CH:5][CH:4]=1.